This data is from Full USPTO retrosynthesis dataset with 1.9M reactions from patents (1976-2016). The task is: Predict the reactants needed to synthesize the given product. (1) Given the product [CH2:1]([C:3]1[CH:4]=[C:5]2[C:10](=[CH:11][CH:12]=1)[CH:9]=[C:8]([CH2:13][C@H:14]([OH:20])[CH2:15][C:16]([O:18][CH3:19])=[O:17])[CH:7]=[CH:6]2)[CH3:2], predict the reactants needed to synthesize it. The reactants are: [CH2:1]([C:3]1[CH:4]=[C:5]2[C:10](=[CH:11][CH:12]=1)[CH:9]=[C:8]([CH2:13][C:14](=[O:20])[CH2:15][C:16]([O:18][CH3:19])=[O:17])[CH:7]=[CH:6]2)[CH3:2].CC1(C)C2(CS(O)(=O)=O)C(CC1CC2)=O. (2) Given the product [CH:1]1[C:10]2[C:5](=[CH:6][CH:7]=[CH:8][CH:9]=2)[CH:4]=[CH:3][C:2]=1[OH:11].[CH3:14][CH2:13][O:15][CH2:12][CH3:16], predict the reactants needed to synthesize it. The reactants are: [CH:1]1[C:10]2[C:5](=[CH:6][CH:7]=[CH:8][CH:9]=2)[CH:4]=[CH:3][C:2]=1[OH:11].[CH2:12]1[O:15][CH:13]1[CH3:14].[CH2:16]1OC1.C1OC1C.C1OC1. (3) Given the product [NH:35]1[CH:39]=[C:38]([NH:40][C:23]([C:20]2[CH:21]=[CH:22][C:15]3[O:14][CH2:13][CH2:12][C:11]4[N:17]([N:18]=[C:9]([C:8]5[N:4]([CH2:3][C:2]([F:1])([F:27])[F:26])[N:5]=[CH:6][N:7]=5)[CH:10]=4)[C:16]=3[CH:19]=2)=[O:25])[CH:37]=[N:36]1, predict the reactants needed to synthesize it. The reactants are: [F:1][C:2]([F:27])([F:26])[CH2:3][N:4]1[C:8]([C:9]2[CH:10]=[C:11]3[N:17]([N:18]=2)[C:16]2[CH:19]=[C:20]([C:23]([OH:25])=O)[CH:21]=[CH:22][C:15]=2[O:14][CH2:13][CH2:12]3)=[N:7][CH:6]=[N:5]1.C(OC([N:35]1[CH:39]=[C:38]([NH2:40])[CH:37]=[N:36]1)=O)(C)(C)C.C(O)(C(F)(F)F)=O. (4) Given the product [C:38]([O:42][C:43]([N:45]1[CH2:50][CH2:49][CH:48]([NH:51][C:31]([NH:6][CH2:7][C:8]2[CH:9]=[C:10]3[C:14](=[CH:15][CH:16]=2)[C:13](=[O:17])[N:12]([CH:18]2[CH2:23][CH2:22][C:21](=[O:24])[NH:20][C:19]2=[O:25])[CH2:11]3)=[O:32])[CH2:47][CH2:46]1)=[O:44])([CH3:41])([CH3:39])[CH3:40], predict the reactants needed to synthesize it. The reactants are: CS(O)(=O)=O.[NH2:6][CH2:7][C:8]1[CH:9]=[C:10]2[C:14](=[CH:15][CH:16]=1)[C:13](=[O:17])[N:12]([CH:18]1[CH2:23][CH2:22][C:21](=[O:24])[NH:20][C:19]1=[O:25])[CH2:11]2.C1N=CN([C:31](N2C=NC=C2)=[O:32])C=1.[C:38]([O:42][C:43]([N:45]1[CH2:50][CH2:49][CH:48]([NH2:51])[CH2:47][CH2:46]1)=[O:44])([CH3:41])([CH3:40])[CH3:39]. (5) Given the product [OH:8][N:9]([CH2:12][C@H:13]([C:14]([N:35]1[CH2:36][CH2:37][CH2:38][C@H:34]1[C:26]1[N:25]([CH2:24][CH2:23][O:22][CH3:21])[C:29]2[CH:30]=[CH:31][CH:32]=[CH:33][C:28]=2[N:27]=1)=[O:15])[CH2:17][CH2:18][CH2:19][CH3:20])[CH:10]=[O:11], predict the reactants needed to synthesize it. The reactants are: C([O:8][N:9]([CH2:12][C@@H:13]([CH2:17][CH2:18][CH2:19][CH3:20])[C:14](O)=[O:15])[CH:10]=[O:11])C1C=CC=CC=1.[CH3:21][O:22][CH2:23][CH2:24][N:25]1[C:29]2[CH:30]=[CH:31][CH:32]=[CH:33][C:28]=2[N:27]=[C:26]1[C@@H:34]1[CH2:38][CH2:37][CH2:36][NH:35]1. (6) Given the product [CH2:8]([O:7][C:1](=[O:6])[CH2:2][C:3](=[O:5])[C:26]1[CH:30]=[CH:31][C:23]([Br:22])=[CH:24][C:25]=1[F:32])[C:9]1[CH:14]=[CH:13][CH:12]=[CH:11][CH:10]=1, predict the reactants needed to synthesize it. The reactants are: [C:1]([O:7][CH2:8][C:9]1[CH:14]=[CH:13][CH:12]=[CH:11][CH:10]=1)(=[O:6])[CH2:2][C:3]([O-:5])=O.[O-]CC.[Mg+2].[O-]CC.[Br:22][C:23]1[CH:31]=[CH:30][C:26](C(O)=O)=[C:25]([F:32])[CH:24]=1.C(C1NC=CN=1)(C1NC=CN=1)=O.